Dataset: Reaction yield outcomes from USPTO patents with 853,638 reactions. Task: Predict the reaction yield, written as a fraction of the theoretical maximum amount of product (1.0 means a 100% yield; for example, 0.34 means a 34% yield). (1) The reactants are [NH2:1][C:2]1[C:3]2[N:4]([C:8]([C@@H:26]3[CH2:31][CH2:30][CH2:29][CH2:28][NH:27]3)=[N:9][C:10]=2[C:11]2[CH:25]=[CH:24][C:14]([C:15]([NH:17][C:18]3[N:19]=[N:20][CH:21]=[CH:22][CH:23]=3)=[O:16])=[CH:13][CH:12]=2)[CH:5]=[CH:6][N:7]=1.[C:32](O)(=[O:36])[C:33]#[C:34][CH3:35]. No catalyst specified. The product is [NH2:1][C:2]1[C:3]2[N:4]([C:8]([C@@H:26]3[CH2:31][CH2:30][CH2:29][CH2:28][N:27]3[C:32](=[O:36])[C:33]#[C:34][CH3:35])=[N:9][C:10]=2[C:11]2[CH:25]=[CH:24][C:14]([C:15]([NH:17][C:18]3[N:19]=[N:20][CH:21]=[CH:22][CH:23]=3)=[O:16])=[CH:13][CH:12]=2)[CH:5]=[CH:6][N:7]=1. The yield is 0.318. (2) The reactants are [F:1][C:2]1[CH:3]=[C:4]([N:14]2[CH2:18][C@H:17]([CH2:19][NH:20][C:21](=[O:36])[CH2:22][CH2:23][C:24]([C:26]3[CH:35]=[CH:34][C:33]4[C:28](=[CH:29][CH:30]=[CH:31][CH:32]=4)[CH:27]=3)=[O:25])[O:16][C:15]2=[O:37])[CH:5]=[CH:6][C:7]=1[N:8]1[CH2:13][CH2:12][O:11][CH2:10][CH2:9]1.C1C=C(Cl)C=C(C(OO)=[O:46])C=1. The catalyst is ClCCl. The product is [F:1][C:2]1[CH:3]=[C:4]([N:14]2[CH2:18][C@@H:17]([CH2:19][NH+:20]([O-:46])[C:21](=[O:36])[CH2:22][CH2:23][C:24]([C:26]3[CH:35]=[CH:34][C:33]4[C:28](=[CH:29][CH:30]=[CH:31][CH:32]=4)[CH:27]=3)=[O:25])[O:16][C:15]2=[O:37])[CH:5]=[CH:6][C:7]=1[N:8]1[CH2:13][CH2:12][O:11][CH2:10][CH2:9]1. The yield is 0.820. (3) The reactants are C1(P(C2CCCCC2)C2C=CC=CC=2C2C=CC=CC=2)CCCCC1.CC(C)([O-])C.[Na+].[CH3:32][O:33][C:34]1[CH:35]=[C:36]([NH2:46])[CH:37]=[CH:38][C:39]=1[N:40]1[CH:44]=[C:43]([CH3:45])[N:42]=[CH:41]1.[C:47]([C:51]1[CH:52]=[C:53]([NH:57][C:58]2[C:63]([F:64])=[CH:62][N:61]=[C:60](Cl)[N:59]=2)[N:54]([CH3:56])[N:55]=1)([CH3:50])([CH3:49])[CH3:48].C(=O)([O-])[O-].[Na+].[Na+]. The catalyst is O1CCOCC1.C([O-])(=O)C.[Pd+2].C([O-])(=O)C.O. The product is [C:47]([C:51]1[CH:52]=[C:53]([NH:57][C:58]2[C:63]([F:64])=[CH:62][N:61]=[C:60]([NH:46][C:36]3[CH:37]=[CH:38][C:39]([N:40]4[CH:44]=[C:43]([CH3:45])[N:42]=[CH:41]4)=[C:34]([O:33][CH3:32])[CH:35]=3)[N:59]=2)[N:54]([CH3:56])[N:55]=1)([CH3:50])([CH3:48])[CH3:49]. The yield is 0.300. (4) The reactants are [NH2:1][C:2]1[C:3]([O:18][CH3:19])=[CH:4][C:5]2[CH2:11][N:10]([CH2:12][CH:13]3[CH2:15][CH2:14]3)[CH2:9][C:8](=[O:16])[NH:7][C:6]=2[CH:17]=1.Cl[C:21]1[N:26]=[C:25]([NH:27][C:28]2[CH:33]=[CH:32][CH:31]=[CH:30][C:29]=2[S:34]([N:37]2[CH2:41][CH2:40][CH2:39][CH2:38]2)(=[O:36])=[O:35])[C:24]([Cl:42])=[CH:23][N:22]=1. No catalyst specified. The product is [Cl:42][C:24]1[C:25]([NH:27][C:28]2[CH:33]=[CH:32][CH:31]=[CH:30][C:29]=2[S:34]([N:37]2[CH2:41][CH2:40][CH2:39][CH2:38]2)(=[O:36])=[O:35])=[N:26][C:21]([NH:1][C:2]2[C:3]([O:18][CH3:19])=[CH:4][C:5]3[CH2:11][N:10]([CH2:12][CH:13]4[CH2:14][CH2:15]4)[CH2:9][C:8](=[O:16])[NH:7][C:6]=3[CH:17]=2)=[N:22][CH:23]=1. The yield is 0.100. (5) The reactants are [N:1]1[C:10]2[CH:9]([NH:11][CH2:12][CH2:13][CH2:14][CH2:15][N:16]3C(=O)C4C(=CC=CC=4)C3=O)[CH2:8][CH2:7][CH2:6][C:5]=2[CH:4]=[CH:3][CH:2]=1.O.NN.C(OCC)C. The catalyst is C(O)C. The product is [N:1]1[C:10]2[CH:9]([NH:11][CH2:12][CH2:13][CH2:14][CH2:15][NH2:16])[CH2:8][CH2:7][CH2:6][C:5]=2[CH:4]=[CH:3][CH:2]=1. The yield is 0.740. (6) The reactants are Br[C:2]1[CH2:6][CH:5]([CH2:7][O:8][C:9]2[CH:10]=[C:11]3[C:16](=[CH:17][CH:18]=2)[NH:15][C:14](=[O:19])[CH2:13][CH2:12]3)[O:4][N:3]=1.[F:20][CH:21]([F:31])[O:22][C:23]1[CH:28]=[CH:27][C:26]([CH2:29][NH2:30])=[CH:25][CH:24]=1. The catalyst is CO. The product is [F:20][CH:21]([F:31])[O:22][C:23]1[CH:24]=[CH:25][C:26]([CH2:29][NH:30][C:2]2[CH2:6][CH:5]([CH2:7][O:8][C:9]3[CH:10]=[C:11]4[C:16](=[CH:17][CH:18]=3)[NH:15][C:14](=[O:19])[CH2:13][CH2:12]4)[O:4][N:3]=2)=[CH:27][CH:28]=1. The yield is 0.230. (7) The reactants are [F:1][CH:2]([F:17])[O:3][C:4]1[N:9]=[C:8]([C:10]([NH:13]C(=O)[O-])([CH3:12])[CH3:11])[CH:7]=[CH:6][CH:5]=1.[Si](I)(C)(C)C.CO.O. The catalyst is C(#N)C. The product is [F:17][CH:2]([F:1])[O:3][C:4]1[N:9]=[C:8]([C:10]([NH2:13])([CH3:11])[CH3:12])[CH:7]=[CH:6][CH:5]=1. The yield is 0.920.